Dataset: Reaction yield outcomes from USPTO patents with 853,638 reactions. Task: Predict the reaction yield, written as a fraction of the theoretical maximum amount of product (1.0 means a 100% yield; for example, 0.34 means a 34% yield). (1) The reactants are [OH:1][C:2]1[CH:7]=[CH:6][C:5]([S:8][C:9]2[C:10]([N+:26]([O-])=O)=[CH:11][C:12]([CH3:25])=[C:13]([NH:15][C:16](=[O:24])[CH2:17][C:18]3[CH:23]=[CH:22][CH:21]=[CH:20][CH:19]=3)[CH:14]=2)=[CH:4][CH:3]=1.[Cl-].[NH4+]. The catalyst is O1CCCC1.CO.O.[Fe]. The product is [NH2:26][C:10]1[C:9]([S:8][C:5]2[CH:6]=[CH:7][C:2]([OH:1])=[CH:3][CH:4]=2)=[CH:14][C:13]([NH:15][C:16](=[O:24])[CH2:17][C:18]2[CH:19]=[CH:20][CH:21]=[CH:22][CH:23]=2)=[C:12]([CH3:25])[CH:11]=1. The yield is 0.940. (2) The reactants are [N:1]([O-])=O.[Na+].[Br:5][C:6]1[CH:7]=[C:8]2[C:12](=[CH:13][CH:14]=1)[NH:11][CH:10]=[CH:9]2.Cl.[OH2:16]. The catalyst is CC(C)=O. The product is [Br:5][C:6]1[CH:7]=[C:8]2[C:12](=[CH:13][CH:14]=1)[NH:11][N:1]=[C:9]2[CH:10]=[O:16]. The yield is 0.760. (3) The reactants are [CH3:1][N:2]([CH3:27])[C:3]([C:5]1[C:14]2[CH2:13][CH2:12][CH:11]([C:15]3[CH:20]=[CH:19][CH:18]=[CH:17][CH:16]=3)[CH2:10][C:9]=2[C:8]2=[N:21][C:22]([CH3:26])=[C:23]([CH:24]=[O:25])[N:7]2[CH:6]=1)=[O:4].[BH4-].[Na+].[Cl-].[NH4+].ClCCl. The catalyst is CO. The product is [CH3:1][N:2]([CH3:27])[C:3]([C:5]1[C:14]2[CH2:13][CH2:12][CH:11]([C:15]3[CH:20]=[CH:19][CH:18]=[CH:17][CH:16]=3)[CH2:10][C:9]=2[C:8]2=[N:21][C:22]([CH3:26])=[C:23]([CH2:24][OH:25])[N:7]2[CH:6]=1)=[O:4]. The yield is 0.630. (4) The reactants are [C:1]([C:4]1[CH:5]=[C:6]([Cl:20])[C:7]([CH3:19])=[C:8]([C:17]#[N:18])[C:9]=1[C:10]1[CH:15]=[CH:14][CH:13]=[C:12]([F:16])[CH:11]=1)(=[O:3])[CH3:2].[N:21]([Si](C)(C)C)=[N+:22]=[N-:23].C([Sn](CCCC)=O)CCC. The catalyst is C1(C)C=CC=CC=1. The product is [Cl:20][C:6]1[C:7]([CH3:19])=[C:8]([C:17]2[NH:23][N:22]=[N:21][N:18]=2)[C:9]([C:10]2[CH:15]=[CH:14][CH:13]=[C:12]([F:16])[CH:11]=2)=[C:4]([C:1](=[O:3])[CH3:2])[CH:5]=1. The yield is 0.700. (5) The reactants are [NH:1]1[CH2:5][CH2:4][C@@H:3]([NH:6][C:7](=[O:13])[O:8][C:9]([CH3:12])([CH3:11])[CH3:10])[CH2:2]1.CCN(CC)CC.[C:21](Cl)(=[O:23])[CH3:22]. The catalyst is C(Cl)Cl. The product is [C:21]([N:1]1[CH2:5][CH2:4][C@@H:3]([NH:6][C:7](=[O:13])[O:8][C:9]([CH3:10])([CH3:12])[CH3:11])[CH2:2]1)(=[O:23])[CH3:22]. The yield is 0.990. (6) The product is [Br:1][C:2]1[CH:3]=[C:4]2[N:10]([CH2:19][O:18][CH2:17][CH2:16][Si:15]([CH3:22])([CH3:21])[CH3:14])[C:9]([CH3:11])=[N:8][C:5]2=[N:6][CH:7]=1. The catalyst is O1CCCC1.O. The reactants are [Br:1][C:2]1[CH:3]=[C:4]2[N:10]=[C:9]([CH3:11])[NH:8][C:5]2=[N:6][CH:7]=1.[H-].[Na+].[CH3:14][Si:15]([CH3:22])([CH3:21])[CH2:16][CH2:17][O:18][CH2:19]Cl.N1C=CC=CC=1. The yield is 0.400. (7) The reactants are [Si]([O:8][CH2:9][CH2:10][NH:11][C@:12]12[CH2:47][CH2:46][C@@H:45]([C:48]([CH3:50])=[CH2:49])[C@@H:13]1[C@@H:14]1[C@@:27]([CH3:30])([CH2:28][CH2:29]2)[C@@:26]2([CH3:31])[C@@H:17]([C@:18]3([CH3:44])[C@@H:23]([CH2:24][CH2:25]2)[C:22]([CH3:33])([CH3:32])[C:21]([C:34]2[CH:43]=[CH:42][C:37]([C:38]([O:40][CH3:41])=[O:39])=[CH:36][CH:35]=2)=[CH:20][CH2:19]3)[CH2:16][CH2:15]1)(C(C)(C)C)(C)C.CCCC[N+](CCCC)(CCCC)CCCC.[F-]. The catalyst is C1COCC1.O. The product is [OH:8][CH2:9][CH2:10][NH:11][C@:12]12[CH2:47][CH2:46][C@@H:45]([C:48]([CH3:50])=[CH2:49])[C@@H:13]1[C@@H:14]1[C@@:27]([CH3:30])([CH2:28][CH2:29]2)[C@@:26]2([CH3:31])[C@@H:17]([C@:18]3([CH3:44])[C@@H:23]([CH2:24][CH2:25]2)[C:22]([CH3:33])([CH3:32])[C:21]([C:34]2[CH:35]=[CH:36][C:37]([C:38]([O:40][CH3:41])=[O:39])=[CH:42][CH:43]=2)=[CH:20][CH2:19]3)[CH2:16][CH2:15]1. The yield is 0.529. (8) No catalyst specified. The yield is 0.850. The reactants are [S:1]1[C:5]2[CH:6]=[CH:7][CH:8]=[CH:9][C:4]=2[N:3]=[C:2]1[S:10][CH2:11][C:12]([OH:14])=O.[CH3:15][C:16]1[CH:17]=[C:18]2[C:23](=[CH:24][CH:25]=1)[NH:22][CH2:21][CH2:20][CH2:19]2. The product is [S:1]1[C:5]2[CH:6]=[CH:7][CH:8]=[CH:9][C:4]=2[N:3]=[C:2]1[S:10][CH2:11][C:12]([N:22]1[C:23]2[C:18](=[CH:17][C:16]([CH3:15])=[CH:25][CH:24]=2)[CH2:19][CH2:20][CH2:21]1)=[O:14].